This data is from Reaction yield outcomes from USPTO patents with 853,638 reactions. The task is: Predict the reaction yield, written as a fraction of the theoretical maximum amount of product (1.0 means a 100% yield; for example, 0.34 means a 34% yield). The reactants are [CH3:1][O:2][C:3]1[CH:20]=[C:19]([O:21][CH3:22])[CH:18]=[CH:17][C:4]=1[CH2:5][NH:6][C:7](=[O:16])[CH2:8][CH:9]1[CH2:14][CH2:13][C:12](=[O:15])[CH:11]=[CH:10]1.[H-].[Na+]. The catalyst is C1COCC1. The product is [CH3:1][O:2][C:3]1[CH:20]=[C:19]([O:21][CH3:22])[CH:18]=[CH:17][C:4]=1[CH2:5][N:6]1[CH:14]2[CH:9]([CH2:10][CH2:11][C:12](=[O:15])[CH2:13]2)[CH2:8][C:7]1=[O:16]. The yield is 0.780.